This data is from Forward reaction prediction with 1.9M reactions from USPTO patents (1976-2016). The task is: Predict the product of the given reaction. (1) Given the reactants C[O:2][CH2:3][C@@H:4]([O:6][C:7]1[CH:8]=[C:9]([CH:21]=[C:22]([C:24]2[NH:25][C:26]([C:29]3[O:30][CH2:31][C@@H:32]([CH3:34])[N:33]=3)=[CH:27][CH:28]=2)[CH:23]=1)[O:10][C:11]1[CH:16]=[N:15][C:14]([S:17]([CH3:20])(=[O:19])=[O:18])=[CH:13][N:12]=1)[CH3:5].B(Br)(Br)Br.C(=O)([O-])O.[Na+], predict the reaction product. The product is: [CH3:34][C@@H:32]1[CH2:31][O:30][C:29]([C:26]2[NH:25][C:24]([C:22]3[CH:23]=[C:7]([CH:8]=[C:9]([O:10][C:11]4[CH:16]=[N:15][C:14]([S:17]([CH3:20])(=[O:19])=[O:18])=[CH:13][N:12]=4)[CH:21]=3)[O:6][C@@H:4]([CH3:5])[CH2:3][OH:2])=[CH:28][CH:27]=2)=[N:33]1. (2) Given the reactants [CH3:1][CH:2]1[CH2:6][S:5](=[O:8])(=[O:7])[N:4]([C:9]2[CH:17]=[CH:16][C:12]([C:13]([OH:15])=O)=[CH:11][CH:10]=2)[CH2:3]1.[CH:18]1([C:21]2[CH:22]=[C:23]([CH3:33])[C:24]([N:27]3[CH2:32][CH2:31][NH:30][CH2:29][CH2:28]3)=[N:25][CH:26]=2)[CH2:20][CH2:19]1.ON1C2C=CC=CC=2N=N1.Cl.C(N=C=NCCCN(C)C)C, predict the reaction product. The product is: [CH:18]1([C:21]2[CH:22]=[C:23]([CH3:33])[C:24]([N:27]3[CH2:28][CH2:29][N:30]([C:13]([C:12]4[CH:11]=[CH:10][C:9]([N:4]5[CH2:3][CH:2]([CH3:1])[CH2:6][S:5]5(=[O:7])=[O:8])=[CH:17][CH:16]=4)=[O:15])[CH2:31][CH2:32]3)=[N:25][CH:26]=2)[CH2:20][CH2:19]1. (3) Given the reactants [OH:1][C:2]1[C:3](=[O:13])[C:4]2[C:9]([C:10](=[O:12])[CH:11]=1)=[CH:8][CH:7]=[CH:6][CH:5]=2.[H-].[Li+].[H][H].[CH2:18](Br)/[CH:19]=[C:20](/[CH2:22][CH2:23][CH:24]=[C:25]([CH3:27])[CH3:26])\[CH3:21].[Li+].[I-].Cl, predict the reaction product. The product is: [CH2:18]([C:11]1[C:10](=[O:12])[C:9]2[C:4]([C:3](=[O:13])[C:2]=1[OH:1])=[CH:5][CH:6]=[CH:7][CH:8]=2)/[CH:19]=[C:20](/[CH2:22][CH2:23][CH:24]=[C:25]([CH3:27])[CH3:26])\[CH3:21]. (4) Given the reactants [C:1]1([C:7]2[C:8]([C:13]3[CH:18]=[CH:17][CH:16]=[CH:15][CH:14]=3)=[CH:9][CH:10]=[CH:11][CH:12]=2)[CH:6]=[CH:5][CH:4]=[CH:3][CH:2]=1.[H][H].C(Cl)(Cl)[Cl:22], predict the reaction product. The product is: [Cl:22][C:16]1[CH:17]=[CH:18][C:13]([C:8]2[C:7]([C:1]3[CH:2]=[CH:3][CH:4]=[CH:5][CH:6]=3)=[CH:12][CH:11]=[CH:10][CH:9]=2)=[CH:14][CH:15]=1. (5) Given the reactants [NH2:1][N:2]1[C:11](=[O:12])[C:10]2[C:5](=[CH:6][CH:7]=[CH:8][CH:9]=2)[C:4]([S:13][C:14]2[CH:19]=[CH:18][C:17]([NH:20][C:21](=[O:27])[O:22][C:23]([CH3:26])([CH3:25])[CH3:24])=[CH:16][CH:15]=2)=[N:3]1.[Cl:28][C:29]1[CH:34]=[CH:33][C:32]([CH2:35][C:36](Cl)=[O:37])=[CH:31][CH:30]=1, predict the reaction product. The product is: [C:23]([O:22][C:21](=[O:27])[NH:20][C:17]1[CH:18]=[CH:19][C:14]([S:13][C:4]2[C:5]3[C:10](=[CH:9][CH:8]=[CH:7][CH:6]=3)[C:11](=[O:12])[N:2]([NH:1][C:36](=[O:37])[CH2:35][C:32]3[CH:33]=[CH:34][C:29]([Cl:28])=[CH:30][CH:31]=3)[N:3]=2)=[CH:15][CH:16]=1)([CH3:24])([CH3:26])[CH3:25]. (6) Given the reactants [OH:1][CH2:2][CH2:3][CH2:4][CH2:5][C:6]1[CH:11]=[CH:10][C:9]([NH:12][C:13](=[O:19])OC(C)(C)C)=[CH:8][CH:7]=1.C(OC([NH:27][C@@H:28]([C@H:32]([OH:34])[CH3:33])C(O)=O)=O)(C)(C)C, predict the reaction product. The product is: [NH2:27][C@@H:28]([C@H:32]([OH:34])[CH3:33])[C:13]([NH:12][C:9]1[CH:8]=[CH:7][C:6]([CH2:5][CH2:4][CH2:3][C:2](=[O:1])[CH2:2][CH2:3][CH2:4][CH2:5][CH2:6][CH3:7])=[CH:11][CH:10]=1)=[O:19].